This data is from Forward reaction prediction with 1.9M reactions from USPTO patents (1976-2016). The task is: Predict the product of the given reaction. Given the reactants [CH:1]([NH:4][CH2:5][C:6]1[CH:21]=[CH:20][CH:19]=[CH:18][C:7]=1[O:8][CH2:9][CH2:10][CH2:11][CH2:12][CH2:13][C:14]([O:16]C)=[O:15])([CH3:3])[CH3:2].[C:22]([C:25]1[CH:33]=[CH:32][C:28]([C:29](O)=[O:30])=[CH:27][CH:26]=1)(=[O:24])[CH3:23], predict the reaction product. The product is: [C:22]([C:25]1[CH:33]=[CH:32][C:28]([C:29]([N:4]([CH2:5][C:6]2[CH:21]=[CH:20][CH:19]=[CH:18][C:7]=2[O:8][CH2:9][CH2:10][CH2:11][CH2:12][CH2:13][C:14]([OH:16])=[O:15])[CH:1]([CH3:3])[CH3:2])=[O:30])=[CH:27][CH:26]=1)(=[O:24])[CH3:23].